Dataset: Catalyst prediction with 721,799 reactions and 888 catalyst types from USPTO. Task: Predict which catalyst facilitates the given reaction. (1) Reactant: [NH2:1][C:2]1[C:7]([C:8]#[N:9])=[CH:6][N:5]=[C:4](Cl)[N:3]=1.[N:11]1([CH2:16][CH2:17][CH2:18][NH:19][C:20]([C:22]2[CH:28]=[CH:27][C:25]([NH2:26])=[CH:24][CH:23]=2)=[O:21])[CH:15]=[CH:14][N:13]=[CH:12]1. Product: [NH2:1][C:2]1[C:7]([C:8]#[N:9])=[CH:6][N:5]=[C:4]([NH:26][C:25]2[CH:27]=[CH:28][C:22]([C:20](=[O:21])[NH:19][CH2:18][CH2:17][CH2:16][N:11]3[CH:15]=[CH:14][N:13]=[CH:12]3)=[CH:23][CH:24]=2)[N:3]=1. The catalyst class is: 179. (2) Reactant: [CH3:1][C:2]1[O:6][C:5]([C:7]2[CH:8]=[CH:9][C:10]3[N:14]=[CH:13][N:12]([C:15]4[CH:20]=[CH:19][C:18](SC)=[CH:17][CH:16]=4)[C:11]=3[CH:23]=2)=[N:4][N:3]=1.Cl[C:25]1C=CC=C(C(OO)=O)C=1.[S:35]([O-:39])([O-])(=[O:37])=S.[Na+].[Na+]. Product: [CH3:1][C:2]1[O:6][C:5]([C:7]2[CH:8]=[CH:9][C:10]3[N:14]=[CH:13][N:12]([C:15]4[CH:20]=[CH:19][C:18]([S:35]([CH3:25])(=[O:39])=[O:37])=[CH:17][CH:16]=4)[C:11]=3[CH:23]=2)=[N:4][N:3]=1. The catalyst class is: 4. (3) Reactant: C([N:4]1[C:12]2[C:7](=[CH:8][CH:9]=[C:10]([Cl:13])[CH:11]=2)[C:6](=[C:14](OCC)[C:15]2[CH:20]=[CH:19][CH:18]=[CH:17][CH:16]=2)[C:5]1=[O:24])(=O)C.[CH3:25][N:26]([CH3:38])[C:27]([CH2:29][NH:30][C:31]1[CH:36]=[CH:35][C:34]([NH2:37])=[CH:33][CH:32]=1)=[O:28].O. Product: [CH3:25][N:26]([CH3:38])[C:27]([CH2:29][NH:30][C:31]1[CH:36]=[CH:35][C:34]([NH:37]/[C:14](=[C:6]2\[C:5](=[O:24])[NH:4][C:12]3[C:7]\2=[CH:8][CH:9]=[C:10]([Cl:13])[CH:11]=3)/[C:15]2[CH:16]=[CH:17][CH:18]=[CH:19][CH:20]=2)=[CH:33][CH:32]=1)=[O:28]. The catalyst class is: 9. (4) Reactant: [C:1]([C:5]1[CH:9]=[C:8]([NH:10][C:11]([NH:13][C:14]2[CH:19]=[C:18]([OH:20])[CH:17]=[CH:16][C:15]=2[F:21])=[O:12])[N:7]([C:22]2[CH:27]=[CH:26][CH:25]=[CH:24][CH:23]=2)[N:6]=1)([CH3:4])([CH3:3])[CH3:2].Cl[C:29]1[C:38]2[C:33](=[CH:34][C:35]([O:41][CH3:42])=[C:36]([O:39][CH3:40])[CH:37]=2)[N:32]=[CH:31][N:30]=1.C(=O)([O-])[O-].[K+].[K+].O. Product: [C:1]([C:5]1[CH:9]=[C:8]([NH:10][C:11]([NH:13][C:14]2[CH:19]=[C:18]([O:20][C:29]3[C:38]4[C:33](=[CH:34][C:35]([O:41][CH3:42])=[C:36]([O:39][CH3:40])[CH:37]=4)[N:32]=[CH:31][N:30]=3)[CH:17]=[CH:16][C:15]=2[F:21])=[O:12])[N:7]([C:22]2[CH:27]=[CH:26][CH:25]=[CH:24][CH:23]=2)[N:6]=1)([CH3:4])([CH3:2])[CH3:3]. The catalyst class is: 3. (5) Reactant: [Cl:1][C:2]1[CH:7]=[CH:6][C:5]([CH3:8])=[C:4]([F:9])[C:3]=1[O:10][C:11]1[CH:16]=[CH:15][CH:14]=[CH:13][CH:12]=1.C1C(=O)N([Br:24])C(=O)C1. Product: [Br:24][CH2:8][C:5]1[CH:6]=[CH:7][C:2]([Cl:1])=[C:3]([O:10][C:11]2[CH:12]=[CH:13][CH:14]=[CH:15][CH:16]=2)[C:4]=1[F:9]. The catalyst class is: 53.